From a dataset of Forward reaction prediction with 1.9M reactions from USPTO patents (1976-2016). Predict the product of the given reaction. (1) Given the reactants [Br:1][C:2]1[CH:3]=[C:4]([CH3:28])[CH:5]=[C:6]2[C:11]=1[N:10]=[CH:9][N:8]([NH:12][C:13]1[CH:18]=[C:17]([Cl:19])[CH:16]=[CH:15][C:14]=1[S:20][C:21]1[CH:26]=[CH:25][CH:24]=[CH:23][CH:22]=1)[C:7]2=[O:27].BrC1C=C(C)C=C2C=1N=CN(N(C1C=C(Cl)C=CC=1SCC)[C:41](=[O:47])[O:42][C:43]([CH3:46])([CH3:45])[CH3:44])C2=O, predict the reaction product. The product is: [Br:1][C:2]1[CH:3]=[C:4]([CH3:28])[CH:5]=[C:6]2[C:11]=1[N:10]=[CH:9][N:8]([N:12]([C:13]1[CH:18]=[C:17]([Cl:19])[CH:16]=[CH:15][C:14]=1[S:20][C:21]1[CH:26]=[CH:25][CH:24]=[CH:23][CH:22]=1)[C:41](=[O:47])[O:42][C:43]([CH3:46])([CH3:45])[CH3:44])[C:7]2=[O:27]. (2) Given the reactants Cl[C:2]1[N:7]=[C:6]([O:8][C:9]2[C:18]3[C:13](=[CH:14][CH:15]=[CH:16][CH:17]=3)[C:12]([NH:19][C:20]([NH:22][C:23]3[N:27]([C:28]4[CH:33]=[CH:32][C:31]([CH3:34])=[CH:30][CH:29]=4)[N:26]=[C:25]([C:35]([CH3:39])([C:37]#[CH:38])[CH3:36])[CH:24]=3)=[O:21])=[CH:11][CH:10]=2)[CH:5]=[CH:4][N:3]=1.[CH3:40][N:41]([CH3:52])[CH2:42][CH2:43][O:44][C:45]1[CH:46]=[C:47]([CH:49]=[CH:50][CH:51]=1)[NH2:48], predict the reaction product. The product is: [CH3:40][N:41]([CH3:52])[CH2:42][CH2:43][O:44][C:45]1[CH:46]=[C:47]([NH:48][C:2]2[N:7]=[C:6]([O:8][C:9]3[C:18]4[C:13](=[CH:14][CH:15]=[CH:16][CH:17]=4)[C:12]([NH:19][C:20]([NH:22][C:23]4[N:27]([C:28]5[CH:29]=[CH:30][C:31]([CH3:34])=[CH:32][CH:33]=5)[N:26]=[C:25]([C:35]([CH3:39])([C:37]#[CH:38])[CH3:36])[CH:24]=4)=[O:21])=[CH:11][CH:10]=3)[CH:5]=[CH:4][N:3]=2)[CH:49]=[CH:50][CH:51]=1.[CH:20]([O-:21])=[O:44]. (3) Given the reactants C[O:2][C:3]([CH:5]1[C:9]2([CH2:14][CH2:13][CH2:12][CH2:11][CH2:10]2)[CH2:8][N:7]([C:15]([O:17][CH2:18][C:19]2[CH:24]=[CH:23][CH:22]=[CH:21][CH:20]=2)=[O:16])[CH2:6]1)=[O:4].[OH-].[Na+], predict the reaction product. The product is: [CH2:18]([O:17][C:15]([N:7]1[CH2:6][CH:5]([C:3]([OH:4])=[O:2])[C:9]2([CH2:14][CH2:13][CH2:12][CH2:11][CH2:10]2)[CH2:8]1)=[O:16])[C:19]1[CH:24]=[CH:23][CH:22]=[CH:21][CH:20]=1. (4) Given the reactants [NH2:1][C:2]1[CH:11]=[CH:10][C:5]([C:6]([O:8][CH3:9])=[O:7])=[CH:4][CH:3]=1.O=[C:13]1[CH2:18][CH2:17][N:16]([C:19]([O:21][CH2:22][C:23]2[CH:28]=[CH:27][CH:26]=[CH:25][CH:24]=2)=[O:20])[CH2:15][CH2:14]1.C(O)(=O)C.C(O[BH-](OC(=O)C)OC(=O)C)(=O)C.[Na+].[OH-].[Na+], predict the reaction product. The product is: [CH2:22]([O:21][C:19]([N:16]1[CH2:17][CH2:18][CH:13]([NH:1][C:2]2[CH:3]=[CH:4][C:5]([C:6]([O:8][CH3:9])=[O:7])=[CH:10][CH:11]=2)[CH2:14][CH2:15]1)=[O:20])[C:23]1[CH:24]=[CH:25][CH:26]=[CH:27][CH:28]=1.